This data is from Forward reaction prediction with 1.9M reactions from USPTO patents (1976-2016). The task is: Predict the product of the given reaction. Given the reactants [CH3:1][O:2][C:3]1[CH:4]=[C:5]2[C:10](=[CH:11][C:12]=1[O:13][CH3:14])[N:9]=[CH:8][CH:7]=[C:6]2[O:15][C:16]1[C:22]([CH3:23])=[CH:21][C:19]([NH2:20])=[C:18]([CH3:24])[CH:17]=1.C1(C)C=CC=CC=1.C(N(CC)CC)C.Cl[C:40](Cl)([O:42]C(=O)OC(Cl)(Cl)Cl)Cl.[Br:51][C:52]1[CH:60]=[CH:59][CH:58]=[CH:57][C:53]=1[CH:54]([OH:56])[CH3:55], predict the reaction product. The product is: [CH3:1][O:2][C:3]1[CH:4]=[C:5]2[C:10](=[CH:11][C:12]=1[O:13][CH3:14])[N:9]=[CH:8][CH:7]=[C:6]2[O:15][C:16]1[C:22]([CH3:23])=[CH:21][C:19]([NH:20][C:40](=[O:42])[O:56][CH:54]([C:53]2[CH:57]=[CH:58][CH:59]=[CH:60][C:52]=2[Br:51])[CH3:55])=[C:18]([CH3:24])[CH:17]=1.